Dataset: Forward reaction prediction with 1.9M reactions from USPTO patents (1976-2016). Task: Predict the product of the given reaction. (1) Given the reactants [S:1]1[C:5]([C:6]2[N:10]3[CH2:11][CH2:12][N:13](C(OC(C)(C)C)=O)[CH2:14][C:9]3=[N:8][N:7]=2)=[N:4][CH:3]=[N:2]1.Cl, predict the reaction product. The product is: [S:1]1[C:5]([C:6]2[N:10]3[CH2:11][CH2:12][NH:13][CH2:14][C:9]3=[N:8][N:7]=2)=[N:4][CH:3]=[N:2]1. (2) Given the reactants [F:1][C:2]1[CH:7]=[CH:6][C:5]([C:8](=O)[CH2:9][C:10]2[CH:15]=[CH:14][N:13]=[CH:12][CH:11]=2)=[CH:4][CH:3]=1.[NH2:17][C:18]1[NH:19][N:20]=[CH:21][CH:22]=1.[OH:23][C:24]1[CH:31]=[CH:30][C:27]([CH:28]=O)=[CH:26][CH:25]=1.Cl.C([O-])(O)=O.[Na+], predict the reaction product. The product is: [F:1][C:2]1[CH:7]=[CH:6][C:5]([C:8]2[N:17]=[C:18]3[NH:19][N:20]=[CH:21][C:22]3=[C:28]([C:27]3[CH:30]=[CH:31][C:24]([OH:23])=[CH:25][CH:26]=3)[C:9]=2[C:10]2[CH:15]=[CH:14][N:13]=[CH:12][CH:11]=2)=[CH:4][CH:3]=1. (3) Given the reactants [F:1][C:2]1[CH:7]=[CH:6][CH:5]=[CH:4][C:3]=1[C:8]1[N:9]=[N:10][N:11]([CH3:24])[C:12]=1[CH2:13][O:14][C:15]1[CH:23]=[CH:22][C:18]([C:19]([OH:21])=O)=[CH:17][N:16]=1.[CH:25]([NH2:28])([CH3:27])[CH3:26], predict the reaction product. The product is: [F:1][C:2]1[CH:7]=[CH:6][CH:5]=[CH:4][C:3]=1[C:8]1[N:9]=[N:10][N:11]([CH3:24])[C:12]=1[CH2:13][O:14][C:15]1[CH:23]=[CH:22][C:18]([C:19]([NH:28][CH:25]([CH3:27])[CH3:26])=[O:21])=[CH:17][N:16]=1. (4) Given the reactants [NH2:1][C:2](=[N:36][C:37](=[O:44])[C:38]1[CH:43]=[CH:42][CH:41]=[CH:40][CH:39]=1)[C:3]1[CH:8]=[CH:7][C:6]([NH:9][CH:10]([C:23]2[CH:28]=[C:27]([O:29][CH3:30])[CH:26]=[C:25]([O:31][CH2:32][CH2:33][OH:34])[C:24]=2[F:35])[C:11]2[NH:15][C:14](=[O:16])[N:13]([C:17]3[N:22]=[CH:21][CH:20]=[CH:19][N:18]=3)[N:12]=2)=[CH:5][CH:4]=1.C(=O)([O-])O.[K+].[C:50](=[O:62])([O:55][CH:56]1[CH2:61][CH2:60][CH2:59][CH2:58][CH2:57]1)[O:51][CH:52](Cl)[CH3:53], predict the reaction product. The product is: [CH:56]1([O:55][C:50](=[O:62])[O:51][CH:52]([O:16][C:14]2[N:13]([C:17]3[N:18]=[CH:19][CH:20]=[CH:21][N:22]=3)[N:12]=[C:11]([CH:10]([NH:9][C:6]3[CH:7]=[CH:8][C:3]([C:2]([NH2:1])=[N:36][C:37](=[O:44])[C:38]4[CH:39]=[CH:40][CH:41]=[CH:42][CH:43]=4)=[CH:4][CH:5]=3)[C:23]3[CH:28]=[C:27]([O:29][CH3:30])[CH:26]=[C:25]([O:31][CH2:32][CH2:33][OH:34])[C:24]=3[F:35])[N:15]=2)[CH3:53])[CH2:61][CH2:60][CH2:59][CH2:58][CH2:57]1.